Dataset: Full USPTO retrosynthesis dataset with 1.9M reactions from patents (1976-2016). Task: Predict the reactants needed to synthesize the given product. (1) Given the product [CH3:1][C@@H:2]([C@@H:8]1[C@@:12]2([CH3:28])[C@@H:13]([OH:27])[CH2:14][C@@H:15]3[C@@:20]4([CH3:26])[CH2:21][CH2:22][C@@H:23]([OH:25])[CH2:24][C@H:19]4[CH2:18][CH2:17][C@H:16]3[C@@H:11]2[CH2:10][CH2:9]1)[CH2:3][CH2:4][C:5]([O:7][CH3:30])=[O:6], predict the reactants needed to synthesize it. The reactants are: [CH3:1][C@@H:2]([C@@H:8]1[C@@:12]2([CH3:28])[C@@H:13]([OH:27])[CH2:14][C@@H:15]3[C@@:20]4([CH3:26])[CH2:21][CH2:22][C@@H:23]([OH:25])[CH2:24][C@H:19]4[CH2:18][CH2:17][C@H:16]3[C@@H:11]2[CH2:10][CH2:9]1)[CH2:3][CH2:4][C:5]([OH:7])=[O:6].Cl.[CH3:30]O. (2) Given the product [C:1]([O:4][C@@H:5]1[C@@H:18]([O:19][C:20](=[O:22])[CH3:21])[C@H:17]([O:23][C:24](=[O:26])[CH3:25])[CH2:16][S:15][C@H:6]1[O:7][C:8]1[CH:9]=[N:10][CH:11]=[C:12]([C:30]2[CH:31]=[C:32]([CH3:36])[C:33]([O:34][CH3:35])=[C:28]([CH3:27])[CH:29]=2)[CH:13]=1)(=[O:3])[CH3:2], predict the reactants needed to synthesize it. The reactants are: [C:1]([O:4][C@@H:5]1[C@@H:18]([O:19][C:20](=[O:22])[CH3:21])[C@H:17]([O:23][C:24](=[O:26])[CH3:25])[CH2:16][S:15][C@H:6]1[O:7][C:8]1[CH:9]=[N:10][CH:11]=[C:12](Br)[CH:13]=1)(=[O:3])[CH3:2].[CH3:27][C:28]1[CH:29]=[C:30](B(O)O)[CH:31]=[C:32]([CH3:36])[C:33]=1[O:34][CH3:35]. (3) Given the product [CH3:18][O:17][C:15](=[O:16])[CH2:14][C:13]1[N:8]=[C:6]([C:5]2[CH:9]=[CH:10][C:2]([OH:1])=[CH:3][CH:4]=2)[O:7][CH:12]=1, predict the reactants needed to synthesize it. The reactants are: [OH:1][C:2]1[CH:10]=[CH:9][C:5]([C:6]([NH2:8])=[O:7])=[CH:4][CH:3]=1.Cl[CH2:12][C:13](=O)[CH2:14][C:15]([O:17][CH3:18])=[O:16]. (4) Given the product [C:36](=[O:46])([O:35][CH2:34][CH:30]1[CH:31]=[CH:32][CH2:33][CH:28]([CH2:27][O:26][C:25](=[O:47])[NH2:24])[CH2:29]1)[NH2:37], predict the reactants needed to synthesize it. The reactants are: FC(F)(C(F)(F)F)COC(=O)OCC(F)(F)C(F)(F)F.FC(F)(C(F)(F)F)C[NH:24][C:25](=[O:47])[O:26][CH2:27][CH:28]1[CH:33]=[CH:32][CH2:31][CH:30]([CH2:34][O:35][C:36](=[O:46])[NH:37]CC(F)(F)C(F)(F)F)[CH2:29]1. (5) Given the product [NH:12]1[C:13]2[C:18](=[CH:17][CH:16]=[CH:15][CH:14]=2)[C:10]([C:8](=[O:9])[CH:35]([NH:34][C:32]2[CH:31]=[N:30][CH:29]=[C:28]([O:27][CH3:26])[N:33]=2)[C:36]2[CH:37]=[N:38][C:39]([O:42][CH3:43])=[CH:40][CH:41]=2)=[CH:11]1, predict the reactants needed to synthesize it. The reactants are: C(N(CC)CC)C.[CH:8]([C:10]1[C:18]2[C:13](=[CH:14][CH:15]=[CH:16][CH:17]=2)[N:12](C(OC(C)(C)C)=O)[CH:11]=1)=[O:9].[CH3:26][O:27][C:28]1[N:33]=[C:32]([N:34]=[CH:35][C:36]2[CH:37]=[N:38][C:39]([O:42][CH3:43])=[CH:40][CH:41]=2)[CH:31]=[N:30][CH:29]=1.